This data is from Catalyst prediction with 721,799 reactions and 888 catalyst types from USPTO. The task is: Predict which catalyst facilitates the given reaction. (1) Reactant: [F:1][C:2]1[CH:3]=[C:4]([CH:8]=[CH:9][CH:10]=1)[C:5](Cl)=O.[NH2:11][C:12]1[CH:28]=[CH:27][C:26]([N:29]2[CH2:35][CH2:34][CH2:33][N:32]([CH:36]([CH3:38])[CH3:37])[CH2:31][CH2:30]2)=[CH:25][C:13]=1[C:14]([NH:16][CH2:17][C:18](=[O:24])[NH:19][C:20]([CH3:23])([CH3:22])[CH3:21])=[O:15].C(N(CC)CC)C.C[Si](Cl)(C)C. Product: [C:20]([NH:19][C:18](=[O:24])[CH2:17][N:16]1[C:14](=[O:15])[C:13]2[C:12](=[CH:28][CH:27]=[C:26]([N:29]3[CH2:35][CH2:34][CH2:33][N:32]([CH:36]([CH3:38])[CH3:37])[CH2:31][CH2:30]3)[CH:25]=2)[N:11]=[C:5]1[C:4]1[CH:8]=[CH:9][CH:10]=[C:2]([F:1])[CH:3]=1)([CH3:23])([CH3:22])[CH3:21]. The catalyst class is: 2. (2) Reactant: Cl[C:2]1[C:11]2[C:6](=[CH:7][CH:8]=[CH:9][CH:10]=2)[N:5]([CH2:12][C:13]2[CH:18]=[CH:17][C:16]([F:19])=[CH:15][CH:14]=2)[C:4](=[O:20])[C:3]=1[C:21]#[N:22].[C:23]([O:27][C:28]([N:30]1[CH2:35][CH2:34][NH:33][CH2:32][CH2:31]1)=[O:29])([CH3:26])([CH3:25])[CH3:24].[H-].[Na+]. Product: [C:23]([O:27][C:28]([N:30]1[CH2:35][CH2:34][N:33]([C:2]2[C:11]3[C:6](=[CH:7][CH:8]=[CH:9][CH:10]=3)[N:5]([CH2:12][C:13]3[CH:18]=[CH:17][C:16]([F:19])=[CH:15][CH:14]=3)[C:4](=[O:20])[C:3]=2[C:21]#[N:22])[CH2:32][CH2:31]1)=[O:29])([CH3:26])([CH3:24])[CH3:25]. The catalyst class is: 3. (3) Reactant: [C:1]([O:8][CH3:9])(=[O:7])/[CH:2]=[CH:3]/[C:4]([OH:6])=[O:5].Cl[CH2:11][C:12]([N:14]([CH2:17][CH3:18])[CH2:15][CH3:16])=[O:13].C(=O)([O-])O.[Cs+]. Product: [C:4]([O:6][CH2:11][C:12](=[O:13])[N:14]([CH2:17][CH3:18])[CH2:15][CH3:16])(=[O:5])/[CH:3]=[CH:2]/[C:1]([O:8][CH3:9])=[O:7]. The catalyst class is: 37.